Dataset: Reaction yield outcomes from USPTO patents with 853,638 reactions. Task: Predict the reaction yield, written as a fraction of the theoretical maximum amount of product (1.0 means a 100% yield; for example, 0.34 means a 34% yield). The reactants are [F-].C([N+](CCCC)(CCCC)CCCC)CCC.[Si]([O:26][C@@H:27]([CH2:38][O:39][CH2:40][CH3:41])[C:28]([NH:30][C:31]1[CH:36]=[N:35][C:34]([CH3:37])=[CH:33][N:32]=1)=[O:29])(C(C)(C)C)(C)C. The catalyst is O1CCCC1. The product is [CH2:40]([O:39][CH2:38][C@H:27]([OH:26])[C:28]([NH:30][C:31]1[CH:36]=[N:35][C:34]([CH3:37])=[CH:33][N:32]=1)=[O:29])[CH3:41]. The yield is 0.730.